From a dataset of Reaction yield outcomes from USPTO patents with 853,638 reactions. Predict the reaction yield, written as a fraction of the theoretical maximum amount of product (1.0 means a 100% yield; for example, 0.34 means a 34% yield). The reactants are C1(C)C=CC=CC=1.Br[C:9]1[CH:13]=[CH:12][O:11][CH:10]=1.[CH:14]([C:16]1[CH:17]=[C:18](B(O)O)[CH:19]=[CH:20][CH:21]=1)=[O:15].C([O-])([O-])=O.[K+].[K+]. The catalyst is C1C=CC([P]([Pd]([P](C2C=CC=CC=2)(C2C=CC=CC=2)C2C=CC=CC=2)([P](C2C=CC=CC=2)(C2C=CC=CC=2)C2C=CC=CC=2)[P](C2C=CC=CC=2)(C2C=CC=CC=2)C2C=CC=CC=2)(C2C=CC=CC=2)C2C=CC=CC=2)=CC=1.O.CN(C=O)C. The product is [O:11]1[CH:12]=[CH:13][C:9]([C:20]2[CH:21]=[C:16]([CH:17]=[CH:18][CH:19]=2)[CH:14]=[O:15])=[CH:10]1. The yield is 0.100.